Dataset: Forward reaction prediction with 1.9M reactions from USPTO patents (1976-2016). Task: Predict the product of the given reaction. (1) The product is: [CH2:1]=[C:2]1[CH2:7][C@H:6]2[CH2:5][C@H:4]([CH2:13][C:14](=[O:20])[CH2:15]2)[CH2:3]1. Given the reactants [CH3:1][C:2]1[CH:7]=[CH:6][C:5](S(Cl)(=O)=O)=[CH:4][CH:3]=1.N1C=C[CH:15]=[CH:14][CH:13]=1.[Cl-].[Na+].[OH2:20], predict the reaction product. (2) Given the reactants [Cl:1][C:2]1[CH:38]=[C:37]([Cl:39])[CH:36]=[C:35]([Cl:40])[C:3]=1[C:4]([N:6]([C:21]1[CH:26]=[CH:25][C:24]([O:27][CH2:28][CH2:29][N:30]2[CH2:34][CH2:33][CH2:32][CH2:31]2)=[CH:23][CH:22]=1)[CH2:7][C:8]1[CH:13]=[CH:12][CH:11]=[C:10]([O:14]C2CCCCO2)[CH:9]=1)=[O:5].Cl.C([SiH](CC)CC)C.C(=O)(O)[O-].[Na+], predict the reaction product. The product is: [Cl:1][C:2]1[CH:38]=[C:37]([Cl:39])[CH:36]=[C:35]([Cl:40])[C:3]=1[C:4]([N:6]([CH2:7][C:8]1[CH:13]=[CH:12][CH:11]=[C:10]([OH:14])[CH:9]=1)[C:21]1[CH:22]=[CH:23][C:24]([O:27][CH2:28][CH2:29][N:30]2[CH2:34][CH2:33][CH2:32][CH2:31]2)=[CH:25][CH:26]=1)=[O:5]. (3) The product is: [C:1]([O:5][C:6](=[O:28])[C:7]1[CH:12]=[CH:11][C:10]([N:13]2[C:14]([CH2:24][CH2:25][C:26]3[NH:31][N:30]=[N:29][N:27]=3)=[CH:15][CH:16]=[C:17]2[C:18]2[CH:19]=[CH:20][CH:21]=[CH:22][CH:23]=2)=[CH:9][CH:8]=1)([CH3:4])([CH3:2])[CH3:3]. Given the reactants [C:1]([O:5][C:6](=[O:28])[C:7]1[CH:12]=[CH:11][C:10]([N:13]2[C:17]([C:18]3[CH:23]=[CH:22][CH:21]=[CH:20][CH:19]=3)=[CH:16][CH:15]=[C:14]2[CH2:24][CH2:25][C:26]#[N:27])=[CH:9][CH:8]=1)([CH3:4])([CH3:3])[CH3:2].[N:29]([Si](C)(C)C)=[N+:30]=[N-:31], predict the reaction product. (4) Given the reactants [CH:1]([C:3]1[CH:4]=[C:5]([N:9]2[CH:13]=[C:12]([CH2:14][OH:15])[N:11]=[CH:10]2)[CH:6]=[CH:7][CH:8]=1)=[CH2:2].[CH2:16]([Zn]CC)C.ICI, predict the reaction product. The product is: [CH:1]1([C:3]2[CH:4]=[C:5]([N:9]3[CH:13]=[C:12]([CH2:14][OH:15])[N:11]=[CH:10]3)[CH:6]=[CH:7][CH:8]=2)[CH2:16][CH2:2]1. (5) Given the reactants [C:1]([O:5][C:6]([N:8]1[CH2:12][CH2:11][CH2:10][C@H:9]1[CH2:13][O:14][C:15]1[CH:24]=[CH:23][C:18]([C:19]([O:21][CH3:22])=[O:20])=[CH:17][CH:16]=1)=[O:7])([CH3:4])([CH3:3])[CH3:2], predict the reaction product. The product is: [C:1]([O:5][C:6]([N:8]1[CH2:12][CH2:11][CH2:10][C@H:9]1[CH2:13][O:14][C@@H:15]1[CH2:24][CH2:23][C@H:18]([C:19]([O:21][CH3:22])=[O:20])[CH2:17][CH2:16]1)=[O:7])([CH3:4])([CH3:3])[CH3:2]. (6) The product is: [CH3:17][C@@H:4]1[CH2:5][CH:6]([C@H:8]([NH:14][C:15]([O:31][CH3:30])=[O:16])[C:9]([O:11][CH2:12][CH3:13])=[O:10])[CH2:7][C@@H:2]([CH3:1])[O:3]1. Given the reactants [CH3:1][C@@H:2]1[CH2:7][CH:6]([C@H:8]([NH:14][CH:15]=[O:16])[C:9]([O:11][CH2:12][CH3:13])=[O:10])[CH2:5][C@@H:4]([CH3:17])[O:3]1.C(Cl)Cl.C(N(CC)C(C)C)(C)C.[C:30](Cl)(=O)[O:31]C, predict the reaction product.